Dataset: Reaction yield outcomes from USPTO patents with 853,638 reactions. Task: Predict the reaction yield, written as a fraction of the theoretical maximum amount of product (1.0 means a 100% yield; for example, 0.34 means a 34% yield). (1) The reactants are [CH2:1]([Mg]Br)[CH3:2].[C:5]([C:9]1[CH2:13][CH2:12][C:11](=O)[CH:10]=1)([CH3:8])([CH3:7])[CH3:6].Cl. The catalyst is C(OCC)C. The product is [CH2:1]([C:12]1[CH2:11][CH:10]=[C:9]([C:5]([CH3:8])([CH3:7])[CH3:6])[CH:13]=1)[CH3:2]. The yield is 0.780. (2) The reactants are [CH2:1]([N:8]1[CH2:13][C:12](=O)[NH:11][CH:10]([CH2:15][C:16]2[CH:21]=[CH:20][CH:19]=[CH:18][CH:17]=2)[C:9]1=O)[C:2]1[CH:7]=[CH:6][CH:5]=[CH:4][CH:3]=1.[H-].[H-].[H-].[H-].[Li+].[Al+3]. The catalyst is C1COCC1. The product is [CH2:1]([N:8]1[CH2:13][CH2:12][NH:11][CH:10]([CH2:15][C:16]2[CH:21]=[CH:20][CH:19]=[CH:18][CH:17]=2)[CH2:9]1)[C:2]1[CH:3]=[CH:4][CH:5]=[CH:6][CH:7]=1. The yield is 1.03. (3) The reactants are C[O-].[Na+].C[O:5][C:6](=O)[CH:7]=[CH:8][C:9]1[CH:30]=[CH:29][C:12]2[N:13]([CH2:25][CH2:26][CH2:27][OH:28])[C:14]([CH2:16][CH:17]([C:19]3[CH:24]=[CH:23][CH:22]=[CH:21][CH:20]=3)[CH3:18])=[N:15][C:11]=2[CH:10]=1.Cl.[NH2:33][OH:34]. The catalyst is CO. The product is [OH:34][NH:33][C:6](=[O:5])[CH:7]=[CH:8][C:9]1[CH:30]=[CH:29][C:12]2[N:13]([CH2:25][CH2:26][CH2:27][OH:28])[C:14]([CH2:16][CH:17]([C:19]3[CH:20]=[CH:21][CH:22]=[CH:23][CH:24]=3)[CH3:18])=[N:15][C:11]=2[CH:10]=1. The yield is 0.0600. (4) The reactants are [Cl:1][C:2]1[CH:7]=[CH:6][C:5]([O:8][C:9]2[CH:16]=[CH:15][C:14]([CH2:17][S:18][C:19]3[NH:20][CH:21]=[C:22]([CH2:26][C:27]4[CH:28]=[N:29][C:30]([O:33][CH3:34])=[N:31][CH:32]=4)[C:23](=[O:25])[N:24]=3)=[CH:13][C:10]=2[C:11]#[N:12])=[CH:4][C:3]=1[C:35]([F:38])([F:37])[F:36].[CH3:39]CN(C(C)C)C(C)C.CI. The catalyst is C(Cl)Cl. The product is [Cl:1][C:2]1[CH:7]=[CH:6][C:5]([O:8][C:9]2[CH:16]=[CH:15][C:14]([CH2:17][S:18][C:19]3[N:20]([CH3:39])[CH:21]=[C:22]([CH2:26][C:27]4[CH:32]=[N:31][C:30]([O:33][CH3:34])=[N:29][CH:28]=4)[C:23](=[O:25])[N:24]=3)=[CH:13][C:10]=2[C:11]#[N:12])=[CH:4][C:3]=1[C:35]([F:37])([F:38])[F:36]. The yield is 0.0780.